This data is from Full USPTO retrosynthesis dataset with 1.9M reactions from patents (1976-2016). The task is: Predict the reactants needed to synthesize the given product. Given the product [CH3:9][O:8][C:4]1[N:3]=[C:2]([CH:18]=[CH:17][C:16]([O:20][CH3:21])=[O:19])[CH:7]=[CH:6][CH:5]=1, predict the reactants needed to synthesize it. The reactants are: Br[C:2]1[CH:7]=[CH:6][CH:5]=[C:4]([O:8][CH3:9])[N:3]=1.C(=O)([O-])[O-].[Cs+].[Cs+].[C:16]([O:20][CH3:21])(=[O:19])[CH:17]=[CH2:18].